Predict which catalyst facilitates the given reaction. From a dataset of Catalyst prediction with 721,799 reactions and 888 catalyst types from USPTO. (1) Reactant: [N:1](OCCC(C)C)=[O:2].[F:9][C:10]1[CH:11]=[CH:12][C:13]2[O:18][CH2:17][CH2:16][NH:15][C:14]=2[CH:19]=1. Product: [F:9][C:10]1[CH:11]=[CH:12][C:13]2[O:18][CH2:17][CH2:16][N:15]([N:1]=[O:2])[C:14]=2[CH:19]=1. The catalyst class is: 2. (2) Reactant: [CH2:1]([O:8][CH2:9][C:10](=O)[CH2:11][C:12]([O:14][CH2:15][CH3:16])=[O:13])[C:2]1[CH:7]=[CH:6][CH:5]=[CH:4][CH:3]=1.C([O-])=O.[NH4+:21]. Product: [CH2:1]([O:8][CH2:9][C:10]([NH2:21])=[CH:11][C:12]([O:14][CH2:15][CH3:16])=[O:13])[C:2]1[CH:7]=[CH:6][CH:5]=[CH:4][CH:3]=1. The catalyst class is: 5. (3) Reactant: [F:1][C:2]1[N:7]2[CH:8]=[C:9]([CH2:11][NH:12][C@@H:13]3[C:22]4[N:21]=[CH:20][CH:19]=[CH:18][C:17]=4[CH2:16][CH2:15][CH2:14]3)[N:10]=[C:6]2[CH:5]=[CH:4][CH:3]=1.[C:23](O)(=O)C.C=O.[BH-](OC(C)=O)(OC(C)=O)OC(C)=O.[Na+].C([O-])([O-])=O.[Na+].[Na+]. Product: [F:1][C:2]1[N:7]2[CH:8]=[C:9]([CH2:11][N:12]([CH3:23])[C@@H:13]3[C:22]4[N:21]=[CH:20][CH:19]=[CH:18][C:17]=4[CH2:16][CH2:15][CH2:14]3)[N:10]=[C:6]2[CH:5]=[CH:4][CH:3]=1. The catalyst class is: 417. (4) Reactant: [CH2:1]([N:8]1[CH2:14][CH:13]2[C:15]([C:17]3[CH:18]=[C:19]([CH:22]=[CH:23][CH:24]=3)[C:20]#[N:21])([OH:16])[CH:10]([CH2:11][CH2:12]2)[CH2:9]1)[C:2]1[CH:7]=[CH:6][CH:5]=[CH:4][CH:3]=1.C(=O)([O-])[O-:26].[K+].[K+].OO. Product: [CH2:1]([N:8]1[CH2:9][CH:10]2[C:15]([C:17]3[CH:18]=[C:19]([CH:22]=[CH:23][CH:24]=3)[C:20]([NH2:21])=[O:26])([OH:16])[CH:13]([CH2:12][CH2:11]2)[CH2:14]1)[C:2]1[CH:3]=[CH:4][CH:5]=[CH:6][CH:7]=1. The catalyst class is: 16.